Dataset: Full USPTO retrosynthesis dataset with 1.9M reactions from patents (1976-2016). Task: Predict the reactants needed to synthesize the given product. (1) The reactants are: I[CH2:2][CH2:3][CH3:4].[CH:5]1([NH:8][C:9](=[O:35])[C:10]2[CH:15]=[CH:14][C:13]([CH3:16])=[C:12]([N:17]3[C:26](=[O:27])[C:25]4[C:20](=[CH:21][CH:22]=[C:23]([N:28]5[CH2:34][CH2:33][CH2:32][NH:31][CH2:30][CH2:29]5)[CH:24]=4)[N:19]=[CH:18]3)[CH:11]=2)[CH2:7][CH2:6]1.C(=O)([O-])[O-].[K+].[K+].O. Given the product [CH:5]1([NH:8][C:9](=[O:35])[C:10]2[CH:15]=[CH:14][C:13]([CH3:16])=[C:12]([N:17]3[C:26](=[O:27])[C:25]4[C:20](=[CH:21][CH:22]=[C:23]([N:28]5[CH2:34][CH2:33][CH2:32][N:31]([CH2:2][CH2:3][CH3:4])[CH2:30][CH2:29]5)[CH:24]=4)[N:19]=[CH:18]3)[CH:11]=2)[CH2:7][CH2:6]1, predict the reactants needed to synthesize it. (2) Given the product [CH3:16][C:17]1[CH:22]=[CH:21][CH:20]=[CH:19][C:18]=1[C:2]1[CH:7]=[CH:6][N:5]=[C:4]([C:8]#[N:9])[CH:3]=1, predict the reactants needed to synthesize it. The reactants are: Cl[C:2]1[CH:7]=[CH:6][N:5]=[C:4]([C:8]#[N:9])[CH:3]=1.C(=O)([O-])[O-].[K+].[K+].[CH3:16][C:17]1[CH:22]=[CH:21][CH:20]=[CH:19][C:18]=1B(O)O.[Cl-].[NH4+].